Predict which catalyst facilitates the given reaction. From a dataset of Catalyst prediction with 721,799 reactions and 888 catalyst types from USPTO. (1) Reactant: [NH2:1][C:2]1[CH:19]=[CH:18][CH:17]=[CH:16][C:3]=1[C:4]([C:6]1[CH:11]=[CH:10][CH:9]=[C:8]([C:12]([F:15])([F:14])[F:13])[CH:7]=1)=O.Cl.C([O:23][C:24](=O)[CH2:25][NH2:26])C. Product: [F:13][C:12]([F:15])([F:14])[C:8]1[CH:7]=[C:6]([C:4]2[C:3]3[CH:16]=[CH:17][CH:18]=[CH:19][C:2]=3[NH:1][C:24](=[O:23])[CH2:25][N:26]=2)[CH:11]=[CH:10][CH:9]=1. The catalyst class is: 17. (2) Reactant: [BH4-].[Na+].[F:3][C:4]1[CH:11]=[C:10]([C:12]2[CH:17]=[CH:16][N:15]=[C:14]([CH3:18])[CH:13]=2)[CH:9]=[CH:8][C:5]=1[CH:6]=[O:7]. Product: [F:3][C:4]1[CH:11]=[C:10]([C:12]2[CH:17]=[CH:16][N:15]=[C:14]([CH3:18])[CH:13]=2)[CH:9]=[CH:8][C:5]=1[CH2:6][OH:7]. The catalyst class is: 5. (3) Reactant: [C:1]([C:5]1[CH:6]=[C:7]([NH:17][C:18]([NH:20][C@@H:21]2[C:30]3[C:25](=[CH:26][CH:27]=[CH:28][CH:29]=3)[C@H:24]([O:31][C:32]3[CH:33]=[CH:34][C:35]4[N:36]([C:38]([CH2:41][N:42]5[CH2:47][CH2:46][N:45]([CH3:48])[CH:44]([CH2:49][O:50][Si](C(C)C)(C(C)C)C(C)C)[CH2:43]5)=[N:39][N:40]=4)[CH:37]=3)[CH2:23][CH2:22]2)=[O:19])[N:8]([C:10]2[CH:15]=[CH:14][C:13]([CH3:16])=[CH:12][CH:11]=2)[N:9]=1)([CH3:4])([CH3:3])[CH3:2].CCCC[N+](CCCC)(CCCC)CCCC.[F-]. Product: [C:1]([C:5]1[CH:6]=[C:7]([NH:17][C:18]([NH:20][C@@H:21]2[C:30]3[C:25](=[CH:26][CH:27]=[CH:28][CH:29]=3)[C@H:24]([O:31][C:32]3[CH:33]=[CH:34][C:35]4[N:36]([C:38]([CH2:41][N:42]5[CH2:47][CH2:46][N:45]([CH3:48])[CH:44]([CH2:49][OH:50])[CH2:43]5)=[N:39][N:40]=4)[CH:37]=3)[CH2:23][CH2:22]2)=[O:19])[N:8]([C:10]2[CH:11]=[CH:12][C:13]([CH3:16])=[CH:14][CH:15]=2)[N:9]=1)([CH3:4])([CH3:2])[CH3:3]. The catalyst class is: 20. (4) Reactant: [NH2:1][C:2]1[CH:7]=[CH:6][C:5]([C:8](=O)[CH:9](Br)[CH3:10])=[CH:4][C:3]=1[N+:13]([O-:15])=[O:14].[NH:16]([C:18](=[S:22])[O:19]CC)[NH2:17]. Product: [NH2:1][C:2]1[CH:7]=[CH:6][C:5]([C:8]2[CH:9]([CH3:10])[S:22][C:18](=[O:19])[NH:16][N:17]=2)=[CH:4][C:3]=1[N+:13]([O-:15])=[O:14]. The catalyst class is: 10. (5) The catalyst class is: 4. Product: [Cl:1][C:2]1[CH:3]=[C:4]([C:9]([SH:32])([C:26]([F:28])([F:27])[F:29])[CH2:10][C:11]([C:13]2[CH:14]=[CH:15][C:16]([N:21]3[CH:25]=[N:24][CH:23]=[N:22]3)=[C:17]([CH:20]=2)[C:18]#[N:19])=[O:12])[CH:5]=[C:6]([Cl:8])[CH:7]=1. Reactant: [Cl:1][C:2]1[CH:3]=[C:4](/[C:9](/[C:26]([F:29])([F:28])[F:27])=[CH:10]\[C:11]([C:13]2[CH:14]=[CH:15][C:16]([N:21]3[CH:25]=[N:24][CH:23]=[N:22]3)=[C:17]([CH:20]=2)[C:18]#[N:19])=[O:12])[CH:5]=[C:6]([Cl:8])[CH:7]=1.C(O)(=[S:32])C.C(N(CC)CC)C. (6) Reactant: Cl[CH2:2][C:3]1[O:7][N:6]=[C:5]([C:8]2[CH:13]=[CH:12][C:11]([CH3:14])=[CH:10][CH:9]=2)[N:4]=1.[CH:15]([NH:18]C(C)C)([CH3:17])[CH3:16].C(=O)([O-])[O-].[K+].[K+]. Product: [CH:15]([NH:18][CH2:2][C:3]1[O:7][N:6]=[C:5]([C:8]2[CH:13]=[CH:12][C:11]([CH3:14])=[CH:10][CH:9]=2)[N:4]=1)([CH3:17])[CH3:16]. The catalyst class is: 10.